From a dataset of Peptide-MHC class I binding affinity with 185,985 pairs from IEDB/IMGT. Regression. Given a peptide amino acid sequence and an MHC pseudo amino acid sequence, predict their binding affinity value. This is MHC class I binding data. (1) The peptide sequence is RLISMMGFK. The MHC is HLA-A03:01 with pseudo-sequence HLA-A03:01. The binding affinity (normalized) is 0.893. (2) The peptide sequence is YFWQKKKQR. The MHC is HLA-A31:01 with pseudo-sequence HLA-A31:01. The binding affinity (normalized) is 0.288. (3) The peptide sequence is KHDFIDNPL. The MHC is HLA-A02:19 with pseudo-sequence HLA-A02:19. The binding affinity (normalized) is 0.0847. (4) The peptide sequence is CCFHCQVC. The MHC is HLA-A24:02 with pseudo-sequence HLA-A24:02. The binding affinity (normalized) is 0. (5) The peptide sequence is NLFDIPLLTV. The MHC is HLA-A03:01 with pseudo-sequence HLA-A03:01. The binding affinity (normalized) is 0.00368. (6) The MHC is HLA-B15:01 with pseudo-sequence HLA-B15:01. The binding affinity (normalized) is 0.686. The peptide sequence is VTRGAVLTY. (7) The peptide sequence is IIDFLEGALI. The MHC is HLA-A02:01 with pseudo-sequence HLA-A02:01. The binding affinity (normalized) is 0. (8) The peptide sequence is SSPLFNNFY. The MHC is HLA-A26:01 with pseudo-sequence HLA-A26:01. The binding affinity (normalized) is 0.738. (9) The peptide sequence is SRIFEELVWK. The MHC is HLA-A03:01 with pseudo-sequence HLA-A03:01. The binding affinity (normalized) is 0.510. (10) The peptide sequence is PHAATIRVL. The MHC is HLA-A02:11 with pseudo-sequence HLA-A02:11. The binding affinity (normalized) is 0.0847.